From a dataset of NCI-60 drug combinations with 297,098 pairs across 59 cell lines. Regression. Given two drug SMILES strings and cell line genomic features, predict the synergy score measuring deviation from expected non-interaction effect. (1) Drug 1: CC1=CC2C(CCC3(C2CCC3(C(=O)C)OC(=O)C)C)C4(C1=CC(=O)CC4)C. Drug 2: CC1=C(C(=O)C2=C(C1=O)N3CC4C(C3(C2COC(=O)N)OC)N4)N. Cell line: NCIH23. Synergy scores: CSS=27.8, Synergy_ZIP=-1.96, Synergy_Bliss=-5.56, Synergy_Loewe=-49.8, Synergy_HSA=-7.24. (2) Drug 1: CC1C(C(CC(O1)OC2CC(CC3=C2C(=C4C(=C3O)C(=O)C5=C(C4=O)C(=CC=C5)OC)O)(C(=O)CO)O)N)O.Cl. Drug 2: COCCOC1=C(C=C2C(=C1)C(=NC=N2)NC3=CC=CC(=C3)C#C)OCCOC.Cl. Cell line: KM12. Synergy scores: CSS=10.4, Synergy_ZIP=-1.64, Synergy_Bliss=3.99, Synergy_Loewe=4.88, Synergy_HSA=5.35. (3) Drug 1: C1=CN(C(=O)N=C1N)C2C(C(C(O2)CO)O)O.Cl. Drug 2: C(=O)(N)NO. Cell line: OVCAR-5. Synergy scores: CSS=34.4, Synergy_ZIP=1.63, Synergy_Bliss=1.31, Synergy_Loewe=-34.5, Synergy_HSA=0.285. (4) Drug 1: CCC1(CC2CC(C3=C(CCN(C2)C1)C4=CC=CC=C4N3)(C5=C(C=C6C(=C5)C78CCN9C7C(C=CC9)(C(C(C8N6C)(C(=O)OC)O)OC(=O)C)CC)OC)C(=O)OC)O. Drug 2: CN1C=C(C=N1)C2=C3N=C(C(=C(N3N=C2)N)Br)C4CCCNC4. Cell line: SK-OV-3. Synergy scores: CSS=60.9, Synergy_ZIP=4.30, Synergy_Bliss=4.22, Synergy_Loewe=1.99, Synergy_HSA=5.49. (5) Drug 1: C1=C(C(=O)NC(=O)N1)F. Drug 2: CN1C2=C(C=C(C=C2)N(CCCl)CCCl)N=C1CCCC(=O)O.Cl. Cell line: SW-620. Synergy scores: CSS=40.3, Synergy_ZIP=-3.00, Synergy_Bliss=-2.85, Synergy_Loewe=-12.9, Synergy_HSA=-3.44.